This data is from Full USPTO retrosynthesis dataset with 1.9M reactions from patents (1976-2016). The task is: Predict the reactants needed to synthesize the given product. (1) Given the product [CH2:1]([O:3][C:4]([C:6]1[N:7]([C:17]2[CH:22]=[CH:21][C:20]([O:23][CH:24]([CH3:26])[CH3:25])=[CH:19][CH:18]=2)[C:8]2[C:13]([CH:14]=1)=[CH:12][C:11]([C:60]1[CH:61]=[CH:62][C:57]([Cl:56])=[CH:58][CH:59]=1)=[CH:10][CH:9]=2)=[O:5])[CH3:2], predict the reactants needed to synthesize it. The reactants are: [CH2:1]([O:3][C:4]([C:6]1[N:7]([C:17]2[CH:22]=[CH:21][C:20]([O:23][CH:24]([CH3:26])[CH3:25])=[CH:19][CH:18]=2)[C:8]2[C:13]([C:14]=1Cl)=[CH:12][C:11](Br)=[CH:10][CH:9]=2)=[O:5])[CH3:2].[O-]P([O-])([O-])=O.[K+].[K+].[K+].C1(C2C=CC=CC=2)C=CC=CC=1P(C(C)(C)C)C(C)(C)C.[Cl:56][C:57]1[CH:62]=[CH:61][C:60](B(O)O)=[CH:59][CH:58]=1. (2) Given the product [F:1][C:2]1[C:7]([I:29])=[CH:6][CH:5]=[C:4]([OH:8])[C:3]=1[NH:9][C:10](=[O:13])[O:11][CH3:12], predict the reactants needed to synthesize it. The reactants are: [F:1][C:2]1[CH:7]=[CH:6][CH:5]=[C:4]([OH:8])[C:3]=1[NH:9][C:10](=[O:13])[O:11][CH3:12].CC#N.O.C1(C)C=CC(S(O)(=O)=O)=CC=1.[I:29]N1C(=O)CCC1=O. (3) Given the product [F:32][C:27]1[CH:28]=[CH:29][CH:30]=[CH:31][C:26]=1[N:23]1[C:12]([CH:13]([CH3:15])[CH3:14])=[C:17]([C:18]([O:20][CH2:21][CH3:22])=[O:19])[N:25]=[N:24]1, predict the reactants needed to synthesize it. The reactants are: C1CCN2C(=NCCC2)CC1.[C:12]([CH2:17][C:18]([O:20][CH2:21][CH3:22])=[O:19])(=O)[CH:13]([CH3:15])[CH3:14].[N:23]([C:26]1[CH:31]=[CH:30][CH:29]=[CH:28][C:27]=1[F:32])=[N+:24]=[N-:25].O. (4) Given the product [CH2:1]([O:8][C:9]1[CH:10]=[CH:11][C:12]([C:15]2[N:19]([C:20]3[CH:25]=[CH:24][C:23]([O:26][CH3:27])=[CH:22][CH:21]=3)[N:18]=[C:17]([NH2:28])[CH:16]=2)=[CH:13][CH:14]=1)[C:2]1[CH:7]=[CH:6][CH:5]=[CH:4][CH:3]=1, predict the reactants needed to synthesize it. The reactants are: [CH2:1]([O:8][C:9]1[CH:14]=[CH:13][C:12]([CH:15]2[N:19]([C:20]3[CH:25]=[CH:24][C:23]([O:26][CH3:27])=[CH:22][CH:21]=3)[N:18]=[C:17]([NH2:28])[CH2:16]2)=[CH:11][CH:10]=1)[C:2]1[CH:7]=[CH:6][CH:5]=[CH:4][CH:3]=1. (5) The reactants are: [CH2:1]([O:3][C:4]([C:6]1[CH:10]=[C:9]([C:11]2[CH:16]=[CH:15][N:14]=[C:13](Cl)[CH:12]=2)[NH:8][C:7]=1[NH2:18])=[O:5])[CH3:2].C([O-])([O-])=O.[Na+].[Na+].[CH2:25](O)[CH2:26][CH3:27]. Given the product [CH2:1]([O:3][C:4]([C:6]1[CH:10]=[C:9]([C:11]2[CH:16]=[CH:15][N:14]=[C:13](/[CH:27]=[CH:26]/[C:25]3[CH:9]=[N:8][CH:7]=[CH:6][CH:4]=3)[CH:12]=2)[NH:8][C:7]=1[NH2:18])=[O:5])[CH3:2], predict the reactants needed to synthesize it. (6) Given the product [CH2:45]([N:42]1[CH2:41][CH2:40][N:39]([C:31]2[C:32]3[C:37](=[CH:36][CH:35]=[CH:34][CH:33]=3)[CH:38]=[C:29]([C:11]3[CH:10]=[CH:9][C:8]([CH2:7][C:2]([C:3]([O:5][CH3:6])=[O:4])([CH3:1])[CH3:27])=[CH:13][CH:12]=3)[N:30]=2)[CH2:44][CH2:43]1)[CH3:46], predict the reactants needed to synthesize it. The reactants are: [CH3:1][C:2]([CH3:27])([CH2:7][C:8]1[CH:13]=[CH:12][C:11]([Sn](CCCC)(CCCC)CCCC)=[CH:10][CH:9]=1)[C:3]([O:5][CH3:6])=[O:4].Br[C:29]1[N:30]=[C:31]([N:39]2[CH2:44][CH2:43][N:42]([CH2:45][CH3:46])[CH2:41][CH2:40]2)[C:32]2[C:37]([CH:38]=1)=[CH:36][CH:35]=[CH:34][CH:33]=2.